From a dataset of KCNQ2 potassium channel screen with 302,405 compounds. Binary Classification. Given a drug SMILES string, predict its activity (active/inactive) in a high-throughput screening assay against a specified biological target. The compound is O1C(CCC1)CNC(=O)C(c1ccc([N+]([O-])=O)cc1)C. The result is 0 (inactive).